This data is from Peptide-MHC class I binding affinity with 185,985 pairs from IEDB/IMGT. The task is: Regression. Given a peptide amino acid sequence and an MHC pseudo amino acid sequence, predict their binding affinity value. This is MHC class I binding data. The peptide sequence is EECLINDPW. The MHC is Mamu-A11 with pseudo-sequence Mamu-A11. The binding affinity (normalized) is 0.178.